Dataset: Forward reaction prediction with 1.9M reactions from USPTO patents (1976-2016). Task: Predict the product of the given reaction. (1) Given the reactants Cl[C:2]1[C:11]2[N:12]=[CH:13][N:14]([CH2:15][C:16]([CH3:25])([O:18][CH2:19][CH2:20][S:21]([CH3:24])(=[O:23])=[O:22])[CH3:17])[C:10]=2[C:9]2[CH:8]=[CH:7][CH:6]=[CH:5][C:4]=2[N:3]=1.[NH3:26].C(=O)([O-])[O-].[Na+].[Na+], predict the reaction product. The product is: [CH3:17][C:16]([O:18][CH2:19][CH2:20][S:21]([CH3:24])(=[O:23])=[O:22])([CH3:25])[CH2:15][N:14]1[C:10]2[C:9]3[CH:8]=[CH:7][CH:6]=[CH:5][C:4]=3[N:3]=[C:2]([NH2:26])[C:11]=2[N:12]=[CH:13]1. (2) Given the reactants O.[NH2:2]N.C[N:5]([CH2:7][CH:8]1[C:17](=O)[C:16]2[C:11](=[CH:12][CH:13]=[CH:14][CH:15]=2)[O:10][CH2:9]1)C, predict the reaction product. The product is: [N:2]1[NH:5][CH2:7][CH:8]2[CH2:9][O:10][C:11]3[CH:12]=[CH:13][CH:14]=[CH:15][C:16]=3[C:17]=12. (3) Given the reactants [CH2:1]([NH:3][C:4](=[O:11])[NH:5][O:6][CH2:7][C:8]([OH:10])=O)[CH3:2].[NH2:12][C@@H:13]([CH3:36])[C:14]([N:16]([CH2:26][C:27]1[C:28]2[CH:35]=[CH:34][CH:33]=[CH:32][C:29]=2[S:30][CH:31]=1)[C@@H:17]([CH3:25])[CH:18]([O:22][CH2:23][CH3:24])[O:19][CH2:20][CH3:21])=[O:15], predict the reaction product. The product is: [S:30]1[CH:31]=[C:27]([CH2:26][N:16]([C@@H:17]([CH3:25])[CH:18]([O:22][CH2:23][CH3:24])[O:19][CH2:20][CH3:21])[C:14](=[O:15])[C@@H:13]([NH:12][C:8](=[O:10])[CH2:7][O:6][NH:5][C:4]([NH:3][CH2:1][CH3:2])=[O:11])[CH3:36])[C:28]2[CH:35]=[CH:34][CH:33]=[CH:32][C:29]1=2.